From a dataset of Experimentally validated miRNA-target interactions with 360,000+ pairs, plus equal number of negative samples. Binary Classification. Given a miRNA mature sequence and a target amino acid sequence, predict their likelihood of interaction. (1) The miRNA is hsa-miR-6739-3p with sequence AUUGUUCUGUCUUUCUCCCAG. The protein sequence of the target gene is MWVLLRSGYPLRILLPLRGEWMGRRGLPRNLAPGPPRRRYRKETLQALDMPVLPVTATEIRQYLRGHGIPFQDGHSCLRALSPFAESSQLKGQTGVTTSFSLFIDKTTGHFLCMTSLAEGSWEDFQASVEGRGDGAREGFLLSKAPEFEDSEEVRRIWNRAIPLWELPDQEEVQLADTMFGLTKVTDDTLKRFSVRYLRPARSLVFPWFSPGGSGLRGLKLLEAKCQGDGVSYEETTIPRPSAYHNLFGLPLISRRDAEVVLTSRELDSLALNQSTGLPTLTLPRGTTCLPPALLPYLEQ.... Result: 0 (no interaction). (2) The miRNA is gga-miR-456-3p with sequence CAGGCUGGUUAGAUGGUUGUCA. The protein sequence of the target gene is MSSTQFNKGPSYGLSAEVKNRLLSKYDPQKEAELRTWIEGLTGLSIGPDFQKGLKDGTILCTLMNKLQPGSVPKINRSMQNWHQLENLSNFIKAMVSYGMNPVDLFEANDLFESGNMTQVQVSLLALAGKAKTKGLQSGVDIGVKYSEKQERNFDDATMKAGQCVIGLQMGTNKCASQSGMTAYGTRRHLYDPKNHILPPMDHSTISLQMGTNKCASQVGMTAPGTRRHIYDTKLGTDKCDNSSMSLQMGYTQGANQSGQVFGLGRQIYDPKYCPQGTVADGAPSGTGDCPDPGEVPEYP.... Result: 0 (no interaction). (3) The miRNA is mmu-miR-421-5p with sequence CUCAUUAAAUGUUUGUUGAAU. The protein sequence of the target gene is MALKNVPFRSEVLAWNSDNLADYFRKLNYRDCEKAVKKYHIDGARFLNLTENDIQKFPKLRMPLLSKLSQDINKNEERRSIFTRKPQIPRFLEETESHEEDDGGWSSFEDDYESPNDDDPDGEDDGDYESPNEEEQALVDDAADYEPPPSNNEEALQSSILPPNSFHNTNSMYIDRPPTGKVSQQPPVPPLRPKPALPPLPTGRNHSPLSPPHPNHEEPSRSGNNKTAKLPAPSIDRSTKPPLDRSLAPLDREPFILGKKPPFSDKPSAPLGREHLPKIQKPPLPPAMDRHERNERLGPV.... Result: 0 (no interaction). (4) The miRNA is rno-miR-133a-5p with sequence AGCUGGUAAAAUGGAACCAAAU. The protein sequence of the target gene is MAAEAADLGLGAAVPVELRRERRMVCVEYPGVVRDVAKMLPTLGGEEGVSRIYADPTKRLELYFRPKDPYCHPVCANRFSTSSLLLRIRKRTRRQKGVLGTEAHSEVTFDMEILGIISTIYKFQGMSDFQYLAVHTEAGGKHTSMYDKVLMLRPEKEAFFHQELPLYIPPPIFSRLDAPVDYFYRPETQHREGYNNPPISGENLIGLSRARRPHNAIFVNFEDEEVPKQPLEAAAQTWRRVCTNPVDRKVEEELRKLFDIRPIWSRNAVKANISVHPDKLKVLLPFIAYYMITGPWRSLW.... Result: 0 (no interaction). (5) The miRNA is hsa-miR-499a-3p with sequence AACAUCACAGCAAGUCUGUGCU. The protein sequence of the target gene is MSQSQNAIFTSPTGEENLMNSNHRDSESITDVCSNEDLPEVELVSLLEEQLPQYRLKVDTLFLYENQDWTQSPHQRQHASDALSPVLAEETFRYMILGTDRVEQMTKTYNDIDMVTHLLAERDRDLELAARIGQALLKRNHVLSEQNESLEEQLGQAFDQVNQLQHELCKKDELLRIVSIASEESETDSSCSTPLRFNESFSLSQGLLQLEMLQEKLKELEEENMALRSKACHIKTETVTYEEKEQQLVSDCVKELRETNAQMSRMTEELSGKSDELIRYQEELSSLLSQIVDLQHKLKE.... Result: 0 (no interaction). (6) Result: 0 (no interaction). The protein sequence of the target gene is MLELRHRGGCPGPGGAGAPPPREGEAAGGDHETESTSDKETDIDDRYGDLDARGDSDVPEVPPSSDRTPEILKKALSGLSSRWKNWWIRGILTLTMISLFFLIIYMGSFMLMLLVLGIQVKCFHEIITIGYRVYHSYDLPWFRTLSWYFLLCVNYFFYGETVADYFATFVQREEQLQFLIRYHRFISFALYLAGFCMFVLSLVKKHYRLQFYMFAWTHVTLLITVTQSHLVIQNLFEGMIWFLVPISSVICNDITAYLFGFFFGRTPLIKLSPKKTWEGFIGGFFSTVIFGFIAAYVLSK.... The miRNA is hsa-miR-7154-5p with sequence UUCAUGAACUGGGUCUAGCUUGG. (7) The miRNA is hsa-miR-6845-5p with sequence CGGGGCCAGAGCAGAGAGC. The protein sequence of the target gene is MMAAEAGSEEGGPATAGTGGAAATGSSAYPAACRVKLPAAPPMAVAPCPGLADTDLAAALGGGAASGSGFLGTGPVSGVLGGAALTGGAAAGVAGAAAAGPAGDIALTKGTLSLPAETLGPGGGFPPLPPPPLLPPLGSGLGTVDEGDSLDGPEYEEEEVAIPLTAPPTNQWYHGKLDRTIAEERLRQAGKSGSYLIRESDRRPGSFVLSFLSQTNVVNHFRIIAMCGDYYIGGRRFSSLSDLIGYYSHVSCLLKGEKLLYPVAPPEPVEDRRRVRAILPYTKVPDTDEISFLKGDMFIV.... Result: 0 (no interaction). (8) The protein sequence of the target gene is MFPRETKWNISFAGCGFLGVYHIGVASCLREHAPFLVANATHIYGASAGALTATALVTGACLGEAGANIIEVSKEARKRFLGPLHPSFNLVKTIRGCLLKTLPADCHERANGRLGISLTRVSDGENVIISHFSSKDELIQANVCSTFIPVYCGLIPPTLQGVRYVDGGISDNLPLYELKNTITVSPFSGESDICPQDSSTNIHELRVTNTSIQFNLRNLYRLSKALFPPEPMVLREMCKQGYRDGLRFLRRNGLLNQPNPLLALPPVVPQEEDAEEAAVVEERAGEEDQLQPYRKDRILE.... Result: 0 (no interaction). The miRNA is hsa-miR-4746-5p with sequence CCGGUCCCAGGAGAACCUGCAGA. (9) The miRNA is hsa-miR-644a with sequence AGUGUGGCUUUCUUAGAGC. The protein sequence of the target gene is MGRKPSPRAQELPEEEARTCCGCRFPLLLALLQLALGIAVTVLGFLMASISPSLLVRDTPFWAGSIVCVVAYLGLFMLCVSYQVDERTCVQFSMKVFYFLLSALGLMVCMLAVAFAAHHYSLLAQFTCETSLDSCQCKLPSSEPLSRAFVYRDVTDCTSVTGTFKLFLIIQMVLNLVCGLVCLLACFVMWKHRYQVFYVGVGLRSLMASDGQLPKA. Result: 0 (no interaction).